Dataset: Catalyst prediction with 721,799 reactions and 888 catalyst types from USPTO. Task: Predict which catalyst facilitates the given reaction. (1) Reactant: S(=O)(=O)(O)O.Br.[C:7]1(=[O:23])[O:22][CH2:21][CH2:20][CH2:19][CH2:18][CH2:17][CH2:16][CH2:15][CH2:14][CH2:13][CH2:12][CH2:11][CH2:10][CH2:9][CH2:8]1.[Br:24]CCCCCCCCCCCCCCCOCCCCCCCCCCCCCCC(O)=O. Product: [Br:24][CH2:21][CH2:20][CH2:19][CH2:18][CH2:17][CH2:16][CH2:15][CH2:14][CH2:13][CH2:12][CH2:11][CH2:10][CH2:9][CH2:8][C:7]([OH:22])=[O:23]. The catalyst class is: 15. (2) Reactant: [O:1]=[C:2]1[CH2:7][CH2:6][N:5]([C:8]([O:10][C:11]([CH3:14])([CH3:13])[CH3:12])=[O:9])[CH2:4][CH2:3]1.[CH2:15]([Mg]Br)[C:16]1[CH:21]=[CH:20][CH:19]=[CH:18][CH:17]=1. Product: [CH2:15]([C:2]1([OH:1])[CH2:3][CH2:4][N:5]([C:8]([O:10][C:11]([CH3:14])([CH3:13])[CH3:12])=[O:9])[CH2:6][CH2:7]1)[C:16]1[CH:21]=[CH:20][CH:19]=[CH:18][CH:17]=1. The catalyst class is: 27. (3) Reactant: [CH3:1][C:2]1[O:6][C:5]([C:7]([NH:9][C:10]([C:13]2[N:19]([CH3:20])[C:17](=[O:18])[C:16]([OH:21])=[C:15]([C:22]([NH:24][CH2:25][C:26]3[CH:27]=[CH:28][C:29]([F:32])=[CH:30][CH:31]=3)=[O:23])[N:14]=2)([CH3:12])[CH3:11])=[O:8])=[N:4][N:3]=1.C(O)(C)C.[C:37]([NH2:41])([CH3:40])([CH3:39])[CH3:38]. Product: [CH3:1][C:2]1[O:6][C:5]([C:7]([NH:9][C:10]([C:13]2[N:19]([CH3:20])[C:17](=[O:18])[C:16]([OH:21])=[C:15]([C:22]([NH:24][CH2:25][C:26]3[CH:27]=[CH:28][C:29]([F:32])=[CH:30][CH:31]=3)=[O:23])[N:14]=2)([CH3:12])[CH3:11])=[O:8])=[N:4][N:3]=1.[C:37]([NH2:41])([CH3:40])([CH3:39])[CH3:38]. The catalyst class is: 6. (4) Reactant: [O:1]=[S:2]1(=[O:19])[CH2:6][CH2:5][CH2:4][C:3]1=[CH:7][C:8]1[CH:13]=[CH:12][C:11]([CH:14]([CH3:18])[C:15]([OH:17])=[O:16])=[CH:10][CH:9]=1. Product: [O:1]=[S:2]1(=[O:19])[CH2:6][CH2:5][CH2:4][CH:3]1[CH2:7][C:8]1[CH:13]=[CH:12][C:11]([CH:14]([CH3:18])[C:15]([OH:17])=[O:16])=[CH:10][CH:9]=1. The catalyst class is: 19. (5) Reactant: [CH2:1]([OH:16])[CH2:2][O:3][CH2:4][CH2:5][O:6][CH2:7][CH2:8][O:9][CH2:10][CH2:11][O:12][CH2:13][CH2:14][OH:15].[S:17](Cl)([C:20]1[CH:26]=[CH:25][C:23]([CH3:24])=[CH:22][CH:21]=1)(=[O:19])=[O:18]. Product: [CH3:24][C:23]1[CH:25]=[CH:26][C:20]([S:17]([O:15][CH2:14][CH2:13][O:12][CH2:11][CH2:10][O:9][CH2:8][CH2:7][O:6][CH2:5][CH2:4][O:3][CH2:2][CH2:1][OH:16])(=[O:19])=[O:18])=[CH:21][CH:22]=1. The catalyst class is: 2.